This data is from Reaction yield outcomes from USPTO patents with 853,638 reactions. The task is: Predict the reaction yield, written as a fraction of the theoretical maximum amount of product (1.0 means a 100% yield; for example, 0.34 means a 34% yield). (1) The reactants are [Cl-].O[NH3+:3].[C:4](=[O:7])([O-])[OH:5].[Na+].CS(C)=O.[OH:13][C:14]([CH3:50])([CH3:49])[CH2:15][O:16][C@H:17]1[CH2:20][C@H:19]([N:21]2[C:26](=[O:27])[C:25]([CH2:28][C:29]3[CH:34]=[CH:33][C:32]([C:35]4[C:36]([C:41]#[N:42])=[CH:37][CH:38]=[CH:39][CH:40]=4)=[CH:31][CH:30]=3)=[C:24]([CH2:43][CH2:44][CH3:45])[N:23]3[N:46]=[CH:47][N:48]=[C:22]23)[CH2:18]1. The catalyst is C(OCC)(=O)C. The product is [OH:13][C:14]([CH3:49])([CH3:50])[CH2:15][O:16][C@H:17]1[CH2:18][C@H:19]([N:21]2[C:26](=[O:27])[C:25]([CH2:28][C:29]3[CH:34]=[CH:33][C:32]([C:35]4[CH:40]=[CH:39][CH:38]=[CH:37][C:36]=4[C:41]4[NH:3][C:4](=[O:7])[O:5][N:42]=4)=[CH:31][CH:30]=3)=[C:24]([CH2:43][CH2:44][CH3:45])[N:23]3[N:46]=[CH:47][N:48]=[C:22]23)[CH2:20]1. The yield is 0.480. (2) The reactants are [F:1][C:2]1[CH:7]=[C:6]([F:8])[CH:5]=[CH:4][C:3]=1/[CH:9]=[CH:10]/[C:11]1[CH:16]=[CH:15][C:14]([S:17]([C:20]2[CH:25]=[CH:24][CH:23]=[CH:22][CH:21]=2)(=[O:19])=[O:18])=[CH:13][N:12]=1.C(OCC)(=O)C.[H][H]. The catalyst is C(O)(=O)C.[OH-].[Pd+2].[OH-]. The product is [F:1][C:2]1[CH:7]=[C:6]([F:8])[CH:5]=[CH:4][C:3]=1[CH2:9][CH2:10][C:11]1[CH:16]=[CH:15][C:14]([S:17]([C:20]2[CH:25]=[CH:24][CH:23]=[CH:22][CH:21]=2)(=[O:19])=[O:18])=[CH:13][N:12]=1. The yield is 0.940. (3) The reactants are [CH2:1]1[CH2:7][S:4](=[O:6])(=[O:5])[O:3][CH2:2]1.[CH:8]1([NH2:11])[CH2:10][CH2:9]1. The catalyst is C1COCC1. The product is [CH:8]1([NH:11][CH2:2][CH2:1][CH2:7][S:4]([OH:3])(=[O:6])=[O:5])[CH2:10][CH2:9]1. The yield is 0.170.